Dataset: hERG potassium channel inhibition data for cardiac toxicity prediction from Karim et al.. Task: Regression/Classification. Given a drug SMILES string, predict its toxicity properties. Task type varies by dataset: regression for continuous values (e.g., LD50, hERG inhibition percentage) or binary classification for toxic/non-toxic outcomes (e.g., AMES mutagenicity, cardiotoxicity, hepatotoxicity). Dataset: herg_karim. (1) The drug is COc1ccc2nccc([C@@H](O)CC[C@@H]3CCN(C4CC(c5ccccc5)C4)C[C@@H]3C(=O)O)c2c1. The result is 0 (non-blocker). (2) The molecule is CS(=O)(=O)c1ccc(-c2cnc(N)c(C(=O)Nc3ccccc3)n2)cc1. The result is 0 (non-blocker). (3) The molecule is N[C@H]1Cn2c(nc3cc(C(F)(F)F)ccc32)C[C@@H]1c1cc(F)c(F)cc1F.O=C(O)C(F)(F)F. The result is 1 (blocker). (4) The drug is O=C1NCC(c2ccc(F)cc2)C12CCN(C1CCCCC1(O)c1ccccc1)CC2. The result is 0 (non-blocker). (5) The drug is O=C1O[C@]2(CC[C@H](c3nc4ccc(OC(F)(F)F)cc4[nH]3)CC2)CN1c1ccccc1. The result is 1 (blocker). (6) The drug is CC#Cc1cc(-c2[nH]nc3c2Cc2cc(CN4CCN(C)CC4)ccc2-3)cs1. The result is 1 (blocker). (7) The drug is OCC1CCCN(CCCC2CCCc3ccc(OCc4noc(-c5ccc(Cl)cc5)n4)cc32)C1. The result is 1 (blocker).